From a dataset of Peptide-MHC class I binding affinity with 185,985 pairs from IEDB/IMGT. Regression. Given a peptide amino acid sequence and an MHC pseudo amino acid sequence, predict their binding affinity value. This is MHC class I binding data. (1) The peptide sequence is RGINDRNFW. The MHC is HLA-B08:01 with pseudo-sequence HLA-B08:01. The binding affinity (normalized) is 0.0847. (2) The peptide sequence is YLKEACNHA. The MHC is HLA-A31:01 with pseudo-sequence HLA-A31:01. The binding affinity (normalized) is 0.0847. (3) The peptide sequence is STPFLVEHTM. The MHC is Mamu-A01 with pseudo-sequence Mamu-A01. The binding affinity (normalized) is 0.938. (4) The peptide sequence is TVYYGVPVWK. The MHC is HLA-B35:03 with pseudo-sequence HLA-B35:03. The binding affinity (normalized) is 0. (5) The peptide sequence is LYSFALMLI. The MHC is HLA-A01:01 with pseudo-sequence HLA-A01:01. The binding affinity (normalized) is 0.213. (6) The peptide sequence is EFLDYMPSM. The MHC is HLA-A26:01 with pseudo-sequence HLA-A26:01. The binding affinity (normalized) is 0.104.